From a dataset of Reaction yield outcomes from USPTO patents with 853,638 reactions. Predict the reaction yield, written as a fraction of the theoretical maximum amount of product (1.0 means a 100% yield; for example, 0.34 means a 34% yield). (1) The reactants are [CH2:1](O)[CH2:2][CH:3]=C.C1(P(C2C=CC=CC=2)C2C=CC=CC=2)C=CC=CC=1.[CH3:25][C:26]1([CH3:33])[NH:30][C:29](=[O:31])[NH:28][C:27]1=[O:32].CCOC(/N=N/C(OCC)=O)=O. The catalyst is C1COCC1.O. The product is [CH2:3]([N:28]1[C:27](=[O:32])[C:26]([CH3:33])([CH3:25])[NH:30][C:29]1=[O:31])[CH:2]=[CH2:1]. The yield is 1.00. (2) The reactants are [Cl:1][C:2]1[C:3]([F:41])=[C:4]([S:20]([N:23](CC2C=CC(OC)=CC=2OC)[C:24]2[CH:29]=[CH:28][N:27]=[CH:26][N:25]=2)(=[O:22])=[O:21])[CH:5]=[CH:6][C:7]=1[O:8][C@H:9]1[CH2:13][CH2:12][CH2:11][C@@H:10]1[C:14]1[N:18]([CH3:19])[N:17]=[CH:16][CH:15]=1.C([SiH](CC)CC)C.FC(F)(F)C(O)=O. The catalyst is ClCCl. The product is [Cl:1][C:2]1[C:3]([F:41])=[C:4]([S:20]([NH:23][C:24]2[CH:29]=[CH:28][N:27]=[CH:26][N:25]=2)(=[O:21])=[O:22])[CH:5]=[CH:6][C:7]=1[O:8][C@H:9]1[CH2:13][CH2:12][CH2:11][C@@H:10]1[C:14]1[N:18]([CH3:19])[N:17]=[CH:16][CH:15]=1. The yield is 0.880. (3) The reactants are Cl[C:2]1[C:11]2[C:6](=[CH:7][C:8]([O:14][CH2:15][CH2:16][CH2:17][N:18]3[CH2:23][CH2:22][CH2:21][CH2:20][CH2:19]3)=[C:9]([O:12][CH3:13])[CH:10]=2)[N:5]=[CH:4][N:3]=1.C(=O)([O-])[O-].[K+].[K+].[OH:30][C:31]1[CH:40]=[C:39]2[C:34]([CH:35]=[CH:36][CH:37]=[N:38]2)=[CH:33][CH:32]=1.[OH-].[Na+]. The catalyst is CN(C=O)C. The product is [CH3:13][O:12][C:9]1[CH:10]=[C:11]2[C:6](=[CH:7][C:8]=1[O:14][CH2:15][CH2:16][CH2:17][N:18]1[CH2:23][CH2:22][CH2:21][CH2:20][CH2:19]1)[N:5]=[CH:4][N:3]=[C:2]2[O:30][C:31]1[CH:40]=[C:39]2[C:34]([CH:35]=[CH:36][CH:37]=[N:38]2)=[CH:33][CH:32]=1. The yield is 0.520.